Dataset: Full USPTO retrosynthesis dataset with 1.9M reactions from patents (1976-2016). Task: Predict the reactants needed to synthesize the given product. (1) Given the product [C:30]([C:27]1[CH:26]=[CH:25][C:24]([CH2:23][NH:22][C:20]([C:13]2[C:14]([CH3:19])=[N:15][C:16]3[C:11]([CH:12]=2)=[CH:10][C:9]([OH:8])=[CH:18][N:17]=3)=[O:21])=[CH:29][CH:28]=1)([CH3:33])([CH3:31])[CH3:32], predict the reactants needed to synthesize it. The reactants are: C([O:8][C:9]1[CH:10]=[C:11]2[C:16](=[N:17][CH:18]=1)[N:15]=[C:14]([CH3:19])[C:13]([C:20]([NH:22][CH2:23][C:24]1[CH:29]=[CH:28][C:27]([C:30]([CH3:33])([CH3:32])[CH3:31])=[CH:26][CH:25]=1)=[O:21])=[CH:12]2)C1C=CC=CC=1. (2) Given the product [Cl:1][C:2]1[CH:23]=[CH:22][C:5]([C:6]([NH:8][C:9]2[N:14]=[CH:13][C:12]([CH:15]([CH3:21])[C:16]([OH:18])=[O:17])=[CH:11][CH:10]=2)=[O:7])=[CH:4][CH:3]=1, predict the reactants needed to synthesize it. The reactants are: [Cl:1][C:2]1[CH:23]=[CH:22][C:5]([C:6]([NH:8][C:9]2[N:14]=[CH:13][C:12]([CH:15]([CH3:21])[C:16]([O:18]CC)=[O:17])=[CH:11][CH:10]=2)=[O:7])=[CH:4][CH:3]=1.O.[OH-].[Li+].Cl. (3) Given the product [CH3:19][CH:6]1[C:7](=[O:8])[C:9]2[C:18]3[CH:17]=[CH:16][CH:15]=[CH:14][C:13]=3[CH:12]=[CH:11][C:10]=2[CH2:20]1, predict the reactants needed to synthesize it. The reactants are: [Cl-].[Al+3].[Cl-].[Cl-].Cl[C:6]([CH3:20])([CH3:19])[C:7]([C:9]1[C:18]2[C:13](=[CH:14][CH:15]=[CH:16][CH:17]=2)[CH:12]=[CH:11][CH:10]=1)=[O:8]. (4) Given the product [B:21]([C:17]1[CH:16]=[C:15]([C:4]2[CH:5]=[CH:6][C:7]([Cl:13])=[C:8]([C:9]([OH:11])=[O:10])[CH:12]=2)[CH:20]=[CH:19][CH:18]=1)([OH:23])[OH:22], predict the reactants needed to synthesize it. The reactants are: B([C:4]1[CH:5]=[CH:6][C:7]([Cl:13])=[C:8]([CH:12]=1)[C:9]([OH:11])=[O:10])(O)O.I[C:15]1[CH:16]=[C:17]([B:21]([OH:23])[OH:22])[CH:18]=[CH:19][CH:20]=1.C([O-])([O-])=O.[K+].[K+].Cl. (5) The reactants are: [C:1]([O:4][C@H:5]1[C@H:13]([O:14][C:15](=[O:17])[CH3:16])[C@@H:12]([CH2:18][O:19]C(=O)C)[O:11][C@H:7]([S:8][CH2:9][CH3:10])[C@H:6]1[N:23]=[N+:24]=[N-:25])(=[O:3])[CH3:2].CC(O)=O.[Si:30](Cl)([C:33]([CH3:36])([CH3:35])[CH3:34])([CH3:32])[CH3:31]. Given the product [C:1]([O:4][C@H:5]1[C@H:13]([O:14][C:15](=[O:17])[CH3:16])[C@@H:12]([CH2:18][O:19][Si:30]([C:33]([CH3:36])([CH3:35])[CH3:34])([CH3:32])[CH3:31])[O:11][C@H:7]([S:8][CH2:9][CH3:10])[C@H:6]1[N:23]=[N+:24]=[N-:25])(=[O:3])[CH3:2], predict the reactants needed to synthesize it. (6) Given the product [OH:16][CH2:15][C:13]1[CH:12]=[C:11]([NH:17][C:18]2[S:19][C:20]3[C:25]([N:26]=2)=[CH:24][CH:23]=[CH:22][N:21]=3)[N:10]=[C:9]([NH:8][C@H:5]2[CH2:6][CH2:7][C@H:2]([OH:1])[CH2:3][CH2:4]2)[N:14]=1, predict the reactants needed to synthesize it. The reactants are: [OH:1][C@H:2]1[CH2:7][CH2:6][C@H:5]([NH:8][C:9]2[N:14]=[C:13]([CH:15]=[O:16])[CH:12]=[C:11]([NH:17][C:18]3[S:19][C:20]4[C:25]([N:26]=3)=[CH:24][CH:23]=[CH:22][N:21]=4)[N:10]=2)[CH2:4][CH2:3]1.FC(F)(F)CNCC(F)(F)F.C(O[BH-](OC(=O)C)OC(=O)C)(=O)C.[Na+].C(=O)(O)[O-].[Na+].